From a dataset of Forward reaction prediction with 1.9M reactions from USPTO patents (1976-2016). Predict the product of the given reaction. (1) Given the reactants [F:1][C:2]1[C:7]([C:8]2[NH:12][CH:11]=[C:10]([CH:13]=[O:14])[CH:9]=2)=[CH:6][CH:5]=[CH:4][N:3]=1.[H-].[Na+].C1OCCOCCOCCOCCOC1.[O:32]1[C:36]2[CH:37]=[CH:38][C:39]([S:41](Cl)(=[O:43])=[O:42])=[CH:40][C:35]=2[O:34][CH2:33]1, predict the reaction product. The product is: [O:32]1[C:36]2[CH:37]=[CH:38][C:39]([S:41]([N:12]3[C:8]([C:7]4[C:2]([F:1])=[N:3][CH:4]=[CH:5][CH:6]=4)=[CH:9][C:10]([CH:13]=[O:14])=[CH:11]3)(=[O:42])=[O:43])=[CH:40][C:35]=2[O:34][CH2:33]1. (2) Given the reactants Br[CH2:2][C:3]([O:5][CH2:6][CH3:7])=[O:4].[CH:8]1([NH2:11])[CH2:10][CH2:9]1.C([O-])([O-])=O.[K+].[K+].O, predict the reaction product. The product is: [CH:8]1([NH:11][CH2:2][C:3]([O:5][CH2:6][CH3:7])=[O:4])[CH2:10][CH2:9]1. (3) Given the reactants [Br:1][C:2]1[CH:7]=[C:6]([CH3:8])[CH:5]=[C:4]([CH2:9]Br)[CH:3]=1.[C-:11]#[N:12].[K+], predict the reaction product. The product is: [Br:1][C:2]1[CH:3]=[C:4]([CH:5]=[C:6]([CH3:8])[CH:7]=1)[CH2:9][C:11]#[N:12]. (4) Given the reactants [NH2:1][CH2:2][CH2:3][C:4]1[CH:9]=[CH:8][C:7]([CH2:10][C:11]2[C:12](=[O:19])[NH:13][NH:14][C:15]=2[CH:16]([CH3:18])[CH3:17])=[C:6]([CH3:20])[CH:5]=1.[CH2:21]([O:28][C:29](ON1C(=O)CCC1=O)=[O:30])[C:22]1[CH:27]=[CH:26][CH:25]=[CH:24][CH:23]=1.O, predict the reaction product. The product is: [CH2:21]([O:28][C:29]([NH:1][CH2:2][CH2:3][C:4]1[CH:9]=[CH:8][C:7]([CH2:10][C:11]2[C:12](=[O:19])[NH:13][NH:14][C:15]=2[CH:16]([CH3:17])[CH3:18])=[C:6]([CH3:20])[CH:5]=1)=[O:30])[C:22]1[CH:27]=[CH:26][CH:25]=[CH:24][CH:23]=1. (5) Given the reactants [OH:1][C:2]1[CH:11]=[C:10]2[C:5]([C:6]([NH:15][C:16]3[C:17]([CH3:22])=[CH:18][CH:19]=[CH:20][CH:21]=3)=[C:7]([C:12]([NH2:14])=[O:13])[CH:8]=[N:9]2)=[CH:4][C:3]=1[O:23][CH3:24].C([O-])([O-])=O.[K+].[K+].Cl[CH2:32][CH2:33][CH2:34][C:35]([O:37][CH3:38])=[O:36], predict the reaction product. The product is: [NH2:14][C:12]([C:7]1[CH:8]=[N:9][C:10]2[C:5]([C:6]=1[NH:15][C:16]1[C:17]([CH3:22])=[CH:18][CH:19]=[CH:20][CH:21]=1)=[CH:4][C:3]([O:23][CH3:24])=[C:2]([O:1][CH2:32][CH2:33][CH2:34][C:35]([O:37][CH3:38])=[O:36])[CH:11]=2)=[O:13]. (6) Given the reactants [Mg].[CH3:2]I.[C:4]12(C(Cl)=O)[CH2:13][CH:8]3[CH2:9][CH:10]([CH2:12][CH:6]([CH2:7]3)[CH2:5]1)[CH2:11]2.[Cl-].[NH4+].C([O:21][CH2:22][CH3:23])C, predict the reaction product. The product is: [C:4]12([C:22]([OH:21])([CH3:23])[CH3:2])[CH2:13][CH:8]3[CH2:9][CH:10]([CH2:12][CH:6]([CH2:7]3)[CH2:5]1)[CH2:11]2. (7) Given the reactants [C:1]([O:5][C:6](=[O:20])[C:7]([CH3:19])([S:9][C:10]1[CH:18]=[CH:17][C:13]([C:14]([OH:16])=[O:15])=[CH:12][CH:11]=1)[CH3:8])(C)(C)C.F[C:22](F)(F)[C:23]1C=CC(CN2C=C(CCO)N=N2)=CC=1, predict the reaction product. The product is: [CH3:1][O:5][C:6](=[O:20])[C:7]([CH3:19])([S:9][C:10]1[CH:18]=[CH:17][C:13]([C:14]([O:16][CH2:22][CH3:23])=[O:15])=[CH:12][CH:11]=1)[CH3:8].